This data is from Catalyst prediction with 721,799 reactions and 888 catalyst types from USPTO. The task is: Predict which catalyst facilitates the given reaction. Reactant: CS(O[CH2:6][CH2:7][N:8]([CH3:16])[CH2:9][C:10]([CH3:15])([N+:12]([O-:14])=[O:13])[CH3:11])(=O)=O.[C:17]([O-:20])(=[S:19])[CH3:18].[K+]. Product: [C:17](=[O:20])([S:19][CH2:6][CH2:7][N:8]([CH3:16])[CH2:9][C:10]([CH3:11])([N+:12]([O-:14])=[O:13])[CH3:15])[CH3:18]. The catalyst class is: 10.